From a dataset of Forward reaction prediction with 1.9M reactions from USPTO patents (1976-2016). Predict the product of the given reaction. (1) Given the reactants C(N(CCCC)CCCC)CCC.[C:14]([O:20][C:21]1[CH:26]=[CH:25][C:24]([N+:27]([O-:29])=[O:28])=[CH:23][C:22]=1[CH2:30][C:31]([C:33]1[CH:38]=[CH:37][C:36]([O:39]C)=[CH:35][CH:34]=1)=[O:32])(=O)[CH2:15][CH2:16][CH2:17][CH3:18].Cl, predict the reaction product. The product is: [CH2:15]([C:14]1[O:20][C:21]2[CH:26]=[CH:25][C:24]([N+:27]([O-:29])=[O:28])=[CH:23][C:22]=2[C:30]=1[C:31](=[O:32])[C:33]1[CH:38]=[CH:37][C:36]([OH:39])=[CH:35][CH:34]=1)[CH2:16][CH2:17][CH3:18]. (2) Given the reactants Cl.[F:2][C:3]1([F:9])[CH2:8][CH2:7][NH:6][CH2:5][CH2:4]1.C([O-])([O-])=O.[Cs+].[Cs+].[Cl:16][C:17]1[CH:22]=[N:21][CH:20]=[C:19](Cl)[N:18]=1, predict the reaction product. The product is: [Cl:16][C:17]1[CH:22]=[N:21][CH:20]=[C:19]([N:6]2[CH2:7][CH2:8][C:3]([F:9])([F:2])[CH2:4][CH2:5]2)[N:18]=1. (3) Given the reactants Br[C:2]1[C:3]([F:31])=[C:4]([C:18]([CH3:30])=[C:19]([N:21]([CH2:28][CH3:29])[CH:22]2[CH2:27][CH2:26][O:25][CH2:24][CH2:23]2)[CH:20]=1)[C:5]([NH:7][CH2:8][C:9]1[C:10](=[O:17])[NH:11][C:12]([CH3:16])=[CH:13][C:14]=1[CH3:15])=[O:6].CC1(C)C(C)(C)OB([C:40]2[CH:52]=[CH:51][C:43]([CH2:44][N:45]3[CH2:50][CH2:49][O:48][CH2:47][CH2:46]3)=[CH:42][CH:41]=2)O1.C([O-])([O-])=O.[Na+].[Na+], predict the reaction product. The product is: [CH3:15][C:14]1[CH:13]=[C:12]([CH3:16])[NH:11][C:10](=[O:17])[C:9]=1[CH2:8][NH:7][C:5]([C:4]1[C:3]([F:31])=[C:2]([C:40]2[CH:41]=[CH:42][C:43]([CH2:44][N:45]3[CH2:50][CH2:49][O:48][CH2:47][CH2:46]3)=[CH:51][CH:52]=2)[CH:20]=[C:19]([N:21]([CH2:28][CH3:29])[CH:22]2[CH2:27][CH2:26][O:25][CH2:24][CH2:23]2)[C:18]=1[CH3:30])=[O:6]. (4) The product is: [F:1][C:2]1[CH:7]=[CH:6][C:5]([F:8])=[CH:4][C:3]=1[C@H:9]1[CH2:13][CH2:12][CH2:11][N:10]1[C:14]1[CH:19]=[CH:18][N:17]2[N:20]=[CH:21][C:22](/[CH:23]=[CH:24]/[C:25]([N:61]3[CH2:65][CH2:64][C@H:63]([OH:66])[CH2:62]3)=[O:26])=[C:16]2[N:15]=1. Given the reactants [F:1][C:2]1[CH:7]=[CH:6][C:5]([F:8])=[CH:4][C:3]=1[C@H:9]1[CH2:13][CH2:12][CH2:11][N:10]1[C:14]1[CH:19]=[CH:18][N:17]2[N:20]=[CH:21][C:22](/[CH:23]=[CH:24]/[C:25](O)=[O:26])=[C:16]2[N:15]=1.CN(C(ON1N=NC2C=CC=NC1=2)=[N+](C)C)C.F[P-](F)(F)(F)(F)F.CCN(C(C)C)C(C)C.[NH:61]1[CH2:65][CH2:64][C@H:63]([OH:66])[CH2:62]1, predict the reaction product. (5) Given the reactants [NH:1]1[CH2:6][CH2:5][CH2:4][CH2:3][CH2:2]1.Cl[CH2:8][C:9]1[CH:34]=[CH:33][C:12]([C:13]([NH:15][C:16]2[CH:17]=[CH:18][C:19]([O:22][C:23](=[O:32])[N:24]([CH3:31])[C:25]3[CH:30]=[CH:29][CH:28]=[CH:27][CH:26]=3)=[N:20][CH:21]=2)=[O:14])=[CH:11][CH:10]=1.[I-].[Na+].O, predict the reaction product. The product is: [N:1]1([CH2:8][C:9]2[CH:10]=[CH:11][C:12]([C:13]([NH:15][C:16]3[CH:17]=[CH:18][C:19]([O:22][C:23](=[O:32])[N:24]([CH3:31])[C:25]4[CH:30]=[CH:29][CH:28]=[CH:27][CH:26]=4)=[N:20][CH:21]=3)=[O:14])=[CH:33][CH:34]=2)[CH2:6][CH2:5][CH2:4][CH2:3][CH2:2]1. (6) Given the reactants [C:1]([C:4]1[CH:15]=[C:8]([C:9]([O:11][CH2:12][CH2:13][CH3:14])=[O:10])[C:7]([OH:16])=[CH:6][CH:5]=1)(=[O:3])[CH3:2].Cl[C:18]1[C:27]2[C:22](=[CH:23][C:24]([O:30][CH3:31])=[C:25]([O:28][CH3:29])[CH:26]=2)[N:21]=[CH:20][CH:19]=1, predict the reaction product. The product is: [CH3:29][O:28][C:25]1[CH:26]=[C:27]2[C:22](=[CH:23][C:24]=1[O:30][CH3:31])[N:21]=[CH:20][CH:19]=[C:18]2[O:16][C:7]1[CH:6]=[CH:5][C:4]([C:1](=[O:3])[CH3:2])=[CH:15][C:8]=1[C:9]([O:11][CH2:12][CH2:13][CH3:14])=[O:10].